From a dataset of NCI-60 drug combinations with 297,098 pairs across 59 cell lines. Regression. Given two drug SMILES strings and cell line genomic features, predict the synergy score measuring deviation from expected non-interaction effect. (1) Drug 2: C1=NC2=C(N=C(N=C2N1C3C(C(C(O3)CO)O)F)Cl)N. Cell line: RPMI-8226. Synergy scores: CSS=65.9, Synergy_ZIP=-9.94, Synergy_Bliss=-20.6, Synergy_Loewe=-21.7, Synergy_HSA=-21.1. Drug 1: C1=C(C(=O)NC(=O)N1)F. (2) Drug 1: CCC1=C2CN3C(=CC4=C(C3=O)COC(=O)C4(CC)O)C2=NC5=C1C=C(C=C5)O. Synergy scores: CSS=37.7, Synergy_ZIP=-0.814, Synergy_Bliss=0.420, Synergy_Loewe=-1.83, Synergy_HSA=0.604. Cell line: OVCAR3. Drug 2: CC1C(C(CC(O1)OC2CC(OC(C2O)C)OC3=CC4=CC5=C(C(=O)C(C(C5)C(C(=O)C(C(C)O)O)OC)OC6CC(C(C(O6)C)O)OC7CC(C(C(O7)C)O)OC8CC(C(C(O8)C)O)(C)O)C(=C4C(=C3C)O)O)O)O. (3) Drug 1: C(CN)CNCCSP(=O)(O)O. Drug 2: CCC1(C2=C(COC1=O)C(=O)N3CC4=CC5=C(C=CC(=C5CN(C)C)O)N=C4C3=C2)O.Cl. Cell line: SK-MEL-28. Synergy scores: CSS=11.2, Synergy_ZIP=-3.63, Synergy_Bliss=-2.70, Synergy_Loewe=-9.12, Synergy_HSA=-1.92. (4) Drug 1: CCC1(CC2CC(C3=C(CCN(C2)C1)C4=CC=CC=C4N3)(C5=C(C=C6C(=C5)C78CCN9C7C(C=CC9)(C(C(C8N6C=O)(C(=O)OC)O)OC(=O)C)CC)OC)C(=O)OC)O.OS(=O)(=O)O. Drug 2: CNC(=O)C1=NC=CC(=C1)OC2=CC=C(C=C2)NC(=O)NC3=CC(=C(C=C3)Cl)C(F)(F)F. Cell line: OVCAR-4. Synergy scores: CSS=-3.17, Synergy_ZIP=1.12, Synergy_Bliss=0.0336, Synergy_Loewe=-3.31, Synergy_HSA=-3.35. (5) Drug 1: CCC(=C(C1=CC=CC=C1)C2=CC=C(C=C2)OCCN(C)C)C3=CC=CC=C3.C(C(=O)O)C(CC(=O)O)(C(=O)O)O. Drug 2: CCCCCOC(=O)NC1=NC(=O)N(C=C1F)C2C(C(C(O2)C)O)O. Cell line: NCI-H322M. Synergy scores: CSS=-11.4, Synergy_ZIP=4.19, Synergy_Bliss=-1.40, Synergy_Loewe=-9.92, Synergy_HSA=-9.44. (6) Drug 1: CC(C)CN1C=NC2=C1C3=CC=CC=C3N=C2N. Drug 2: C1C(C(OC1N2C=NC3=C2NC=NCC3O)CO)O. Cell line: HOP-62. Synergy scores: CSS=3.47, Synergy_ZIP=1.39, Synergy_Bliss=-0.630, Synergy_Loewe=3.54, Synergy_HSA=-2.64. (7) Drug 1: C1CN1C2=NC(=NC(=N2)N3CC3)N4CC4. Drug 2: C1CCC(CC1)NC(=O)N(CCCl)N=O. Cell line: SF-539. Synergy scores: CSS=46.0, Synergy_ZIP=2.31, Synergy_Bliss=2.92, Synergy_Loewe=0.682, Synergy_HSA=5.58. (8) Drug 1: CC(C1=C(C=CC(=C1Cl)F)Cl)OC2=C(N=CC(=C2)C3=CN(N=C3)C4CCNCC4)N. Drug 2: CN(CCCl)CCCl.Cl. Cell line: COLO 205. Synergy scores: CSS=13.9, Synergy_ZIP=-9.90, Synergy_Bliss=-5.78, Synergy_Loewe=-12.8, Synergy_HSA=-8.32.